This data is from NCI-60 drug combinations with 297,098 pairs across 59 cell lines. The task is: Regression. Given two drug SMILES strings and cell line genomic features, predict the synergy score measuring deviation from expected non-interaction effect. (1) Drug 1: CS(=O)(=O)C1=CC(=C(C=C1)C(=O)NC2=CC(=C(C=C2)Cl)C3=CC=CC=N3)Cl. Drug 2: CNC(=O)C1=CC=CC=C1SC2=CC3=C(C=C2)C(=NN3)C=CC4=CC=CC=N4. Cell line: MOLT-4. Synergy scores: CSS=26.6, Synergy_ZIP=8.45, Synergy_Bliss=9.85, Synergy_Loewe=-3.76, Synergy_HSA=9.23. (2) Drug 1: COC1=CC(=CC(=C1O)OC)C2C3C(COC3=O)C(C4=CC5=C(C=C24)OCO5)OC6C(C(C7C(O6)COC(O7)C8=CC=CS8)O)O. Drug 2: CS(=O)(=O)CCNCC1=CC=C(O1)C2=CC3=C(C=C2)N=CN=C3NC4=CC(=C(C=C4)OCC5=CC(=CC=C5)F)Cl. Cell line: BT-549. Synergy scores: CSS=36.8, Synergy_ZIP=7.48, Synergy_Bliss=8.13, Synergy_Loewe=-11.4, Synergy_HSA=6.96. (3) Drug 1: CC1=C(C=C(C=C1)NC2=NC=CC(=N2)N(C)C3=CC4=NN(C(=C4C=C3)C)C)S(=O)(=O)N.Cl. Drug 2: C1=CC(=CC=C1CCCC(=O)O)N(CCCl)CCCl. Cell line: NCI-H460. Synergy scores: CSS=12.2, Synergy_ZIP=2.81, Synergy_Bliss=-1.58, Synergy_Loewe=-12.9, Synergy_HSA=-3.94. (4) Drug 1: C1=C(C(=O)NC(=O)N1)F. Drug 2: C1CC(C1)(C(=O)O)C(=O)O.[NH2-].[NH2-].[Pt+2]. Cell line: SF-539. Synergy scores: CSS=55.9, Synergy_ZIP=-12.8, Synergy_Bliss=-16.7, Synergy_Loewe=-13.9, Synergy_HSA=-10.4. (5) Drug 1: CC=C1C(=O)NC(C(=O)OC2CC(=O)NC(C(=O)NC(CSSCCC=C2)C(=O)N1)C(C)C)C(C)C. Drug 2: CC1=C(C(=CC=C1)Cl)NC(=O)C2=CN=C(S2)NC3=CC(=NC(=N3)C)N4CCN(CC4)CCO. Cell line: RPMI-8226. Synergy scores: CSS=69.0, Synergy_ZIP=-0.639, Synergy_Bliss=-1.10, Synergy_Loewe=-45.9, Synergy_HSA=-2.14.